This data is from Reaction yield outcomes from USPTO patents with 853,638 reactions. The task is: Predict the reaction yield, written as a fraction of the theoretical maximum amount of product (1.0 means a 100% yield; for example, 0.34 means a 34% yield). (1) The reactants are Br[C:2]1[CH:7]=[CH:6][C:5]([CH2:8][N:9]2[CH2:14][CH2:13][N:12]([C:15]([O:17][C:18]([CH3:21])([CH3:20])[CH3:19])=[O:16])[CH2:11][CH2:10]2)=[C:4]([CH3:22])[CH:3]=1.[CH3:23][C:24]1[CH:29]=[C:28](B(O)O)[CH:27]=[C:26]([CH3:33])[N:25]=1.C(=O)([O-])[O-].[K+].[K+].O1CCOCC1. The catalyst is C1C=CC([P]([Pd]([P](C2C=CC=CC=2)(C2C=CC=CC=2)C2C=CC=CC=2)([P](C2C=CC=CC=2)(C2C=CC=CC=2)C2C=CC=CC=2)[P](C2C=CC=CC=2)(C2C=CC=CC=2)C2C=CC=CC=2)(C2C=CC=CC=2)C2C=CC=CC=2)=CC=1.O. The product is [CH3:23][C:24]1[CH:29]=[C:28]([C:2]2[CH:7]=[CH:6][C:5]([CH2:8][N:9]3[CH2:14][CH2:13][N:12]([C:15]([O:17][C:18]([CH3:21])([CH3:20])[CH3:19])=[O:16])[CH2:11][CH2:10]3)=[C:4]([CH3:22])[CH:3]=2)[CH:27]=[C:26]([CH3:33])[N:25]=1. The yield is 0.890. (2) The reactants are [OH-].[Na+].[F:3][C:4]1[CH:24]=[CH:23][C:22]([N:25]2[CH2:30][CH2:29][CH2:28][CH:27]([CH2:31][OH:32])[CH2:26]2)=[CH:21][C:5]=1[C:6]([NH:8][C:9]1[C:18]([CH3:19])=[CH:17][C:12]([C:13]([O:15]C)=[O:14])=[CH:11][C:10]=1[CH3:20])=[O:7].CO. The catalyst is C1COCC1. The product is [F:3][C:4]1[CH:24]=[CH:23][C:22]([N:25]2[CH2:30][CH2:29][CH2:28][CH:27]([CH2:31][OH:32])[CH2:26]2)=[CH:21][C:5]=1[C:6]([NH:8][C:9]1[C:10]([CH3:20])=[CH:11][C:12]([C:13]([OH:15])=[O:14])=[CH:17][C:18]=1[CH3:19])=[O:7]. The yield is 0.690. (3) The reactants are [F:1][C:2]1[CH:7]=[CH:6][C:5]([C:8]([C:10]2[N:19]=[C:18]([NH:20][C:21]3[CH:25]=[C:24]([CH3:26])[NH:23][N:22]=3)[C:17]3[C:12](=[CH:13][CH:14]=[CH:15][CH:16]=3)[N:11]=2)=[O:9])=[CH:4][C:3]=1[O:27]C.B(Br)(Br)Br.C(Cl)Cl.O. The catalyst is C(Cl)Cl. The product is [F:1][C:2]1[CH:7]=[CH:6][C:5]([C:8]([C:10]2[N:19]=[C:18]([NH:20][C:21]3[CH:25]=[C:24]([CH3:26])[NH:23][N:22]=3)[C:17]3[C:12](=[CH:13][CH:14]=[CH:15][CH:16]=3)[N:11]=2)=[O:9])=[CH:4][C:3]=1[OH:27]. The yield is 0.210. (4) The reactants are [I:1][C:2]1[CH:3]=[C:4]2[C:8](=[CH:9][CH:10]=1)[NH:7][N:6]=[C:5]2[C:11]([N:13]([O:15][CH3:16])[CH3:14])=[O:12].[O:17]1[CH:22]=[CH:21][CH2:20][CH2:19][CH2:18]1.C([O-])(O)=O.[Na+]. The catalyst is C(Cl)Cl.CC1C=CC(S([O-])(=O)=O)=CC=1.C1C=C[NH+]=CC=1. The product is [I:1][C:2]1[CH:3]=[C:4]2[C:8](=[CH:9][CH:10]=1)[N:7]([CH:18]1[CH2:19][CH2:20][CH2:21][CH2:22][O:17]1)[N:6]=[C:5]2[C:11]([N:13]([O:15][CH3:16])[CH3:14])=[O:12]. The yield is 0.920. (5) The reactants are [F:1][C:2]1[C:11]2[O:10][CH2:9][CH:8]([NH:12][CH2:13][CH2:14][CH2:15][C:16]3[C:24]4[C:19](=[CH:20][CH:21]=[C:22]([F:25])[CH:23]=4)[NH:18][CH:17]=3)[CH2:7][C:6]=2[C:5]([C:26]([NH2:28])=[O:27])=[CH:4][CH:3]=1.[CH:29](=O)[CH2:30][CH2:31][CH3:32].C(O)(=O)C.C([BH3-])#N.[Na+]. The catalyst is CO.C([BH3-])#N.[Na+]. The product is [CH2:29]([N:12]([CH2:13][CH2:14][CH2:15][C:16]1[C:24]2[C:19](=[CH:20][CH:21]=[C:22]([F:25])[CH:23]=2)[NH:18][CH:17]=1)[CH:8]1[CH2:7][C:6]2[C:5]([C:26]([NH2:28])=[O:27])=[CH:4][CH:3]=[C:2]([F:1])[C:11]=2[O:10][CH2:9]1)[CH2:30][CH2:31][CH3:32]. The yield is 0.840. (6) The reactants are [C:1]([C:3]1[C:4]([C:20]([F:23])([F:22])[F:21])=[C:5]2[C:9](=[CH:10][CH:11]=1)[N:8]([CH2:12][C:13](=[NH:16])[NH:14][OH:15])[C:7]([CH2:17][CH2:18][CH3:19])=[CH:6]2)#[N:2].[Cl:24][C:25]1[CH:33]=[CH:32][C:31]([S:34]([CH3:37])(=[O:36])=[O:35])=[CH:30][C:26]=1[C:27](O)=O.CN(C(ON1N=NC2C=CC=NC1=2)=[N+](C)C)C.F[P-](F)(F)(F)(F)F.C(N(CC)CC)C. The catalyst is CN(C=O)C. The product is [Cl:24][C:25]1[CH:33]=[CH:32][C:31]([S:34]([CH3:37])(=[O:36])=[O:35])=[CH:30][C:26]=1[C:27]1[O:15][N:14]=[C:13]([CH2:12][N:8]2[C:9]3[C:5](=[C:4]([C:20]([F:22])([F:23])[F:21])[C:3]([C:1]#[N:2])=[CH:11][CH:10]=3)[CH:6]=[C:7]2[CH2:17][CH2:18][CH3:19])[N:16]=1. The yield is 0.260. (7) The reactants are [CH2:1]([O:3][C:4](=[O:14])[CH2:5]P(OCC)(OCC)=O)[CH3:2].[H-].[Na+].[C:17]([O:20][CH2:21][C:22]([CH3:51])([CH3:50])[CH2:23][N:24]1[C:30]2[CH:31]=[CH:32][C:33]([Cl:35])=[CH:34][C:29]=2[C@@H:28]([C:36]2[CH:41]=[CH:40][CH:39]=[C:38]([O:42][CH3:43])[C:37]=2[O:44][CH3:45])[O:27][C@H:26]([CH2:46][CH:47]=O)[C:25]1=[O:49])(=[O:19])[CH3:18]. The catalyst is C1COCC1.C(OCC)(=O)C. The product is [C:17]([O:20][CH2:21][C:22]([CH3:50])([CH3:51])[CH2:23][N:24]1[C:30]2[CH:31]=[CH:32][C:33]([Cl:35])=[CH:34][C:29]=2[C@@H:28]([C:36]2[CH:41]=[CH:40][CH:39]=[C:38]([O:42][CH3:43])[C:37]=2[O:44][CH3:45])[O:27][C@H:26]([CH2:46]/[CH:47]=[CH:5]/[C:4]([O:3][CH2:1][CH3:2])=[O:14])[C:25]1=[O:49])(=[O:19])[CH3:18]. The yield is 1.00.